This data is from Peptide-MHC class I binding affinity with 185,985 pairs from IEDB/IMGT. The task is: Regression. Given a peptide amino acid sequence and an MHC pseudo amino acid sequence, predict their binding affinity value. This is MHC class I binding data. (1) The peptide sequence is LAMAMKIATA. The MHC is HLA-B08:01 with pseudo-sequence HLA-B08:01. The binding affinity (normalized) is 0.530. (2) The peptide sequence is QLAKLMATL. The MHC is HLA-A02:06 with pseudo-sequence HLA-A02:06. The binding affinity (normalized) is 0.701. (3) The peptide sequence is LPPERRQPF. The MHC is HLA-A30:01 with pseudo-sequence HLA-A30:01. The binding affinity (normalized) is 0.0847. (4) The peptide sequence is IQLDEKSSI. The MHC is HLA-A30:02 with pseudo-sequence HLA-A30:02. The binding affinity (normalized) is 0.